Dataset: Full USPTO retrosynthesis dataset with 1.9M reactions from patents (1976-2016). Task: Predict the reactants needed to synthesize the given product. (1) Given the product [C:1]([O:5][C:6]([N:8]1[CH2:13][CH2:12][N:11]([CH2:42][C:19]2[CH:20]=[C:21]([O:24][Si:25]([C:38]([CH3:40])([CH3:39])[CH3:41])([C:32]3[CH:33]=[CH:34][CH:35]=[CH:36][CH:37]=3)[C:26]3[CH:31]=[CH:30][CH:29]=[CH:28][CH:27]=3)[CH:22]=[CH:23][C:18]=2[Br:17])[C:10](=[O:14])[CH2:9]1)=[O:7])([CH3:4])([CH3:2])[CH3:3], predict the reactants needed to synthesize it. The reactants are: [C:1]([O:5][C:6]([N:8]1[CH2:13][CH2:12][NH:11][C:10](=[O:14])[CH2:9]1)=[O:7])([CH3:4])([CH3:3])[CH3:2].[H-].[Na+].[Br:17][C:18]1[CH:23]=[CH:22][C:21]([O:24][Si:25]([C:38]([CH3:41])([CH3:40])[CH3:39])([C:32]2[CH:37]=[CH:36][CH:35]=[CH:34][CH:33]=2)[C:26]2[CH:31]=[CH:30][CH:29]=[CH:28][CH:27]=2)=[CH:20][C:19]=1[CH2:42]OS(C)(=O)=O. (2) Given the product [CH2:1]([O:2][C:3](=[O:27])[C:4]1[CH:9]=[CH:8][C:7]([C:10]2[N:14]([C:15]3[CH:20]=[CH:19][C:18]([OH:21])=[CH:17][CH:16]=3)[C:13]3[CH:23]=[CH:24][CH:25]=[CH:26][C:12]=3[N:11]=2)=[CH:6][CH:5]=1)[CH3:32], predict the reactants needed to synthesize it. The reactants are: [CH3:1][O:2][C:3](=[O:27])[C:4]1[CH:9]=[CH:8][C:7]([C:10]2[N:14]([C:15]3[CH:20]=[CH:19][C:18]([O:21]C)=[CH:17][CH:16]=3)[C:13]3[CH:23]=[CH:24][CH:25]=[CH:26][C:12]=3[N:11]=2)=[CH:6][CH:5]=1.B(Br)(Br)Br.[CH2:32](O)C.C(=O)(O)[O-].[Na+]. (3) Given the product [CH:15]([CH:10]1[C:11](=[O:14])[CH2:12][CH2:13][N:8]([CH2:7][C:6]2[CH:28]=[C:2]([NH:1][S:40]([CH2:37][CH2:38][CH3:39])(=[O:42])=[O:41])[CH:3]=[CH:4][C:5]=2[O:29][CH3:30])[CH2:9]1)([C:22]1[CH:27]=[CH:26][CH:25]=[CH:24][CH:23]=1)[C:16]1[CH:21]=[CH:20][CH:19]=[CH:18][CH:17]=1, predict the reactants needed to synthesize it. The reactants are: [NH2:1][C:2]1[CH:3]=[CH:4][C:5]([O:29][CH3:30])=[C:6]([CH:28]=1)[CH2:7][N:8]1[CH2:13][CH2:12][C:11](=[O:14])[CH:10]([CH:15]([C:22]2[CH:27]=[CH:26][CH:25]=[CH:24][CH:23]=2)[C:16]2[CH:21]=[CH:20][CH:19]=[CH:18][CH:17]=2)[CH2:9]1.N1C=CC=CC=1.[CH2:37]([S:40](Cl)(=[O:42])=[O:41])[CH2:38][CH3:39].